Task: Predict the reaction yield, written as a fraction of the theoretical maximum amount of product (1.0 means a 100% yield; for example, 0.34 means a 34% yield).. Dataset: Reaction yield outcomes from USPTO patents with 853,638 reactions (1) The reactants are C[N:2]1[CH:9]=[CH:8][C:6](=[O:7])[N:5](C)[C:3]1=O.[O-]CC.[Na+].[NH:15]1[C:19](N)=[CH:18]C=N1. The catalyst is C(O)C. The product is [N:15]1[N:2]2[CH:9]=[CH:8][C:6](=[O:7])[NH:5][C:3]2=[CH:18][CH:19]=1. The yield is 0.580. (2) The reactants are [Li].[CH3:2][O:3][C:4](=[O:13])[CH2:5][S:6][CH2:7][CH2:8][C:9](OC)=[O:10]. The catalyst is CO. The product is [O:10]=[C:9]1[CH2:8][CH2:7][S:6][CH:5]1[C:4]([O:3][CH3:2])=[O:13]. The yield is 0.430. (3) The reactants are [CH2:1]([C:4]1([S:7]([NH:10][C:11]2[C:16]([CH3:17])=[CH:15][C:14]([F:18])=[C:13]([F:19])[C:12]=2[NH:20][C:21]2[CH:26]=[CH:25][C:24]([I:27])=[CH:23][C:22]=2[F:28])(=[O:9])=[O:8])[CH2:6][CH2:5]1)C=C.C[N+]1([O-])CC[O:33]CC1.CCO[C:40]([CH3:42])=[O:41]. The catalyst is C1COCC1.O.[Os](=O)(=O)(=O)=O. The product is [F:19][C:13]1[C:12]([NH:20][C:21]2[CH:26]=[CH:25][C:24]([I:27])=[CH:23][C:22]=2[F:28])=[C:11]([NH:10][S:7]([C:4]2([CH2:1][CH:40]([OH:41])[CH2:42][OH:33])[CH2:6][CH2:5]2)(=[O:9])=[O:8])[C:16]([CH3:17])=[CH:15][C:14]=1[F:18]. The yield is 0.680. (4) The reactants are [F:1][C:2]1[CH:7]=[CH:6][C:5]([CH2:8][C:9]2[CH:10]=[C:11]([NH:17][C:18]3[CH:23]=[CH:22][C:21]([O:24][CH3:25])=[CH:20][CH:19]=3)C(C#N)=[N:13][CH:14]=2)=[CH:4][CH:3]=1.[OH-:26].[Na+].[CH2:28]([OH:30])[CH3:29]. No catalyst specified. The product is [F:1][C:2]1[CH:7]=[CH:6][C:5]([CH2:8][C:9]2[CH:10]=[C:11]([NH:17][C:18]3[CH:23]=[CH:22][C:21]([O:24][CH3:25])=[CH:20][CH:19]=3)[C:29]([C:28]([OH:26])=[O:30])=[N:13][CH:14]=2)=[CH:4][CH:3]=1. The yield is 0.950. (5) The reactants are C[O:2][C:3]([C:5]1[CH:6]=[C:7]([C:17]2[CH:22]=[CH:21][C:20]([CH3:23])=[CH:19][CH:18]=2)[CH:8]=[C:9]([N:11]2[C:15]([CH3:16])=[N:14][N:13]=[N:12]2)[CH:10]=1)=[O:4].O[Li].O. The catalyst is C1COCC1.O. The product is [CH3:23][C:20]1[CH:21]=[CH:22][C:17]([C:7]2[CH:8]=[C:9]([N:11]3[C:15]([CH3:16])=[N:14][N:13]=[N:12]3)[CH:10]=[C:5]([C:3]([OH:4])=[O:2])[CH:6]=2)=[CH:18][CH:19]=1. The yield is 0.950.